From a dataset of Peptide-MHC class II binding affinity with 134,281 pairs from IEDB. Regression. Given a peptide amino acid sequence and an MHC pseudo amino acid sequence, predict their binding affinity value. This is MHC class II binding data. (1) The peptide sequence is VLSYVIGLLPPDMVV. The MHC is DRB5_0101 with pseudo-sequence DRB5_0101. The binding affinity (normalized) is 0.437. (2) The peptide sequence is YDKFLANTSTVLTGK. The MHC is DRB1_0405 with pseudo-sequence DRB1_0405. The binding affinity (normalized) is 0.510. (3) The peptide sequence is CISMIGLCACVVDVW. The MHC is HLA-DQA10401-DQB10402 with pseudo-sequence HLA-DQA10401-DQB10402. The binding affinity (normalized) is 0.345. (4) The peptide sequence is LEASMLLDNMEVRGG. The MHC is DRB1_0801 with pseudo-sequence DRB1_0801. The binding affinity (normalized) is 0. (5) The peptide sequence is QEALEDFREFSRAKG. The MHC is DRB4_0101 with pseudo-sequence DRB4_0103. The binding affinity (normalized) is 0.305. (6) The peptide sequence is FKKLKNHVLFLQMMN. The MHC is DRB1_1501 with pseudo-sequence DRB1_1501. The binding affinity (normalized) is 0.689. (7) The peptide sequence is YLFAKDKSGPLQPGV. The MHC is DRB1_0901 with pseudo-sequence DRB1_0901. The binding affinity (normalized) is 0.479.